This data is from Forward reaction prediction with 1.9M reactions from USPTO patents (1976-2016). The task is: Predict the product of the given reaction. (1) Given the reactants Cl.[C:2]([C:5]1[CH:6]=[C:7]([C:11]2[CH:18]=[CH:17][C:14]([CH2:15][NH2:16])=[CH:13][CH:12]=2)[CH:8]=[CH:9][CH:10]=1)([OH:4])=[O:3].[C:19](ON1C(=O)CCC1=O)([O:21][CH2:22][CH:23]1[C:35]2[C:30](=[CH:31][CH:32]=[CH:33][CH:34]=2)[C:29]2[C:24]1=[CH:25][CH:26]=[CH:27][CH:28]=2)=[O:20], predict the reaction product. The product is: [C:19]([NH:16][CH2:15][C:14]1[CH:13]=[CH:12][C:11]([C:7]2[CH:8]=[CH:9][CH:10]=[C:5]([C:2]([OH:4])=[O:3])[CH:6]=2)=[CH:18][CH:17]=1)([O:21][CH2:22][CH:23]1[C:24]2[C:29](=[CH:28][CH:27]=[CH:26][CH:25]=2)[C:30]2[C:35]1=[CH:34][CH:33]=[CH:32][CH:31]=2)=[O:20]. (2) Given the reactants C1C=C(Cl)C=C(C(OO)=O)C=1.[CH2:12]([O:19][C:20]1[CH:21]=[CH:22][C:23]2[C:24]3[N:32]([CH2:33][CH2:34][CH2:35][CH2:36][NH:37][C:38](=[O:44])[O:39][C:40]([CH3:43])([CH3:42])[CH3:41])[C:31]([CH2:45][CH3:46])=[N:30][C:25]=3[CH:26]=[N:27][C:28]=2[CH:29]=1)[C:13]1[CH:18]=[CH:17][CH:16]=[CH:15][CH:14]=1.[OH-].[NH4+:48].C1(C)C=CC(S(Cl)(=O)=O)=CC=1, predict the reaction product. The product is: [NH2:48][C:26]1[C:25]2[N:30]=[C:31]([CH2:45][CH3:46])[N:32]([CH2:33][CH2:34][CH2:35][CH2:36][NH:37][C:38](=[O:44])[O:39][C:40]([CH3:41])([CH3:42])[CH3:43])[C:24]=2[C:23]2[CH:22]=[CH:21][C:20]([O:19][CH2:12][C:13]3[CH:14]=[CH:15][CH:16]=[CH:17][CH:18]=3)=[CH:29][C:28]=2[N:27]=1. (3) Given the reactants [Br:1][C:2]1[CH:3]=[C:4]([C:8]([C:10]([C:12]2[CH:17]=[CH:16][CH:15]=[CH:14][CH:13]=2)=O)=O)[CH:5]=[CH:6][CH:7]=1.[CH2:18]([CH:28]([CH2:70][CH2:71][CH2:72][CH2:73][CH2:74][CH2:75][CH2:76][CH2:77][CH2:78][CH2:79][CH2:80][CH3:81])[CH2:29][C:30]1[CH:35]=[CH:34][C:33]([CH2:36][C:37](=[O:69])[CH2:38][C:39]2[CH:44]=[CH:43][C:42]([CH2:45][CH:46]([CH2:59][CH2:60][CH2:61][CH2:62][CH2:63][CH2:64][CH2:65][CH2:66][CH2:67][CH3:68])[CH2:47][CH2:48][CH2:49][CH2:50][CH2:51][CH2:52][CH2:53][CH2:54][CH2:55][CH2:56][CH2:57][CH3:58])=[CH:41][CH:40]=2)=[CH:32][CH:31]=1)[CH2:19][CH2:20][CH2:21][CH2:22][CH2:23][CH2:24][CH2:25][CH2:26][CH3:27].[OH-].C([N+](CC)(CC)CC)C, predict the reaction product. The product is: [Br:1][C:2]1[CH:3]=[C:4]([C:8]2[C:10]([C:12]3[CH:13]=[CH:14][CH:15]=[CH:16][CH:17]=3)=[C:38]([C:39]3[CH:44]=[CH:43][C:42]([CH2:45][CH:46]([CH2:59][CH2:60][CH2:61][CH2:62][CH2:63][CH2:64][CH2:65][CH2:66][CH2:67][CH3:68])[CH2:47][CH2:48][CH2:49][CH2:50][CH2:51][CH2:52][CH2:53][CH2:54][CH2:55][CH2:56][CH2:57][CH3:58])=[CH:41][CH:40]=3)[C:37](=[O:69])[C:36]=2[C:33]2[CH:32]=[CH:31][C:30]([CH2:29][CH:28]([CH2:18][CH2:19][CH2:20][CH2:21][CH2:22][CH2:23][CH2:24][CH2:25][CH2:26][CH3:27])[CH2:70][CH2:71][CH2:72][CH2:73][CH2:74][CH2:75][CH2:76][CH2:77][CH2:78][CH2:79][CH2:80][CH3:81])=[CH:35][CH:34]=2)[CH:5]=[CH:6][CH:7]=1. (4) Given the reactants [CH2:1]([S:6][C:7]1[C:8]([CH:12]2[CH:17]3[CH2:18][CH2:19][N:14]([CH2:15][CH2:16]3)[CH2:13]2)=[N:9][NH:10][CH:11]=1)[CH2:2][CH2:3][CH2:4][CH3:5].[C:20]1(CCCS)[CH:25]=CC=C[CH:21]=1, predict the reaction product. The product is: [CH2:1]([S:6][C:7]1[C:8]([CH:12]2[CH:17]3[CH2:18][CH2:19][N:14]([CH2:15][CH2:16]3)[CH2:13]2)=[N:9][NH:10][CH:11]=1)[CH2:2][C:3]1[CH:25]=[CH:20][CH:21]=[CH:5][CH:4]=1. (5) Given the reactants O1CCCC1.C(NC(C)C)(C)C.[Cl:13][C:14]1[C:19]([Cl:20])=[CH:18][CH:17]=[CH:16][N:15]=1.[I:21]I, predict the reaction product. The product is: [Cl:13][C:14]1[C:19]([Cl:20])=[C:18]([I:21])[CH:17]=[CH:16][N:15]=1.